This data is from NCI-60 drug combinations with 297,098 pairs across 59 cell lines. The task is: Regression. Given two drug SMILES strings and cell line genomic features, predict the synergy score measuring deviation from expected non-interaction effect. (1) Drug 1: CNC(=O)C1=CC=CC=C1SC2=CC3=C(C=C2)C(=NN3)C=CC4=CC=CC=N4. Drug 2: C1=C(C(=O)NC(=O)N1)N(CCCl)CCCl. Cell line: MALME-3M. Synergy scores: CSS=15.9, Synergy_ZIP=-3.29, Synergy_Bliss=0.838, Synergy_Loewe=-1.17, Synergy_HSA=0.122. (2) Drug 1: CCC1(CC2CC(C3=C(CCN(C2)C1)C4=CC=CC=C4N3)(C5=C(C=C6C(=C5)C78CCN9C7C(C=CC9)(C(C(C8N6C=O)(C(=O)OC)O)OC(=O)C)CC)OC)C(=O)OC)O.OS(=O)(=O)O. Drug 2: CC1=C(C(=CC=C1)Cl)NC(=O)C2=CN=C(S2)NC3=CC(=NC(=N3)C)N4CCN(CC4)CCO. Cell line: SN12C. Synergy scores: CSS=16.6, Synergy_ZIP=-1.84, Synergy_Bliss=5.97, Synergy_Loewe=4.73, Synergy_HSA=4.77.